Dataset: Full USPTO retrosynthesis dataset with 1.9M reactions from patents (1976-2016). Task: Predict the reactants needed to synthesize the given product. Given the product [Cl:1][C:2]1[CH:7]=[C:6]2[NH:8][C:9](=[O:36])[C:10]3([CH:15]([C:16]4[CH:21]=[CH:20][CH:19]=[C:18]([Cl:22])[CH:17]=4)[CH2:14][C:13](=[O:23])[NH:12][CH:11]3[C:28]3[CH:33]=[C:32]([F:34])[CH:31]=[CH:30][C:29]=3[CH3:35])[C:5]2=[CH:4][CH:3]=1, predict the reactants needed to synthesize it. The reactants are: [Cl:1][C:2]1[CH:7]=[C:6]2[NH:8][C:9](=[O:36])[C:10]3([CH:15]([C:16]4[CH:21]=[CH:20][CH:19]=[C:18]([Cl:22])[CH:17]=4)[CH2:14][C:13](=[O:23])[N:12](CC(F)=O)[CH:11]3[C:28]3[CH:33]=[C:32]([F:34])[CH:31]=[CH:30][C:29]=3[CH3:35])[C:5]2=[CH:4][CH:3]=1.C(OC(N1CCC(N)CC1)=O)(C)(C)C.CN1CCOCC1.